Predict the reactants needed to synthesize the given product. From a dataset of Full USPTO retrosynthesis dataset with 1.9M reactions from patents (1976-2016). (1) Given the product [CH:1]1([C:4]2[CH:5]=[C:6]([CH3:26])[C:7]([N:10]3[CH2:15][CH2:14][N:13]([C:16]([C:18]4[CH:23]=[C:22]([CH3:24])[C:21]([N:29]5[CH2:30][CH2:31][O:27][C:28]5=[O:32])=[N:20][CH:19]=4)=[O:17])[CH2:12][CH2:11]3)=[N:8][CH:9]=2)[CH2:3][CH2:2]1, predict the reactants needed to synthesize it. The reactants are: [CH:1]1([C:4]2[CH:5]=[C:6]([CH3:26])[C:7]([N:10]3[CH2:15][CH2:14][N:13]([C:16]([C:18]4[CH:19]=[N:20][C:21](F)=[C:22]([CH3:24])[CH:23]=4)=[O:17])[CH2:12][CH2:11]3)=[N:8][CH:9]=2)[CH2:3][CH2:2]1.[O:27]1[CH2:31][CH2:30][NH:29][C:28]1=[O:32]. (2) Given the product [Cl:1][C:2]1[N:7]=[C:23]2[N:24]([CH3:25])[C:26](=[O:27])[NH:10][C:5]2=[CH:4][CH:3]=1, predict the reactants needed to synthesize it. The reactants are: [Cl:1][C:2]1[N:7]=C(NC)[C:5]([NH2:10])=[CH:4][CH:3]=1.C(N1C=CN=C1)(N1C=CN=C1)=O.[CH3:23][N:24]([CH:26]=[O:27])[CH3:25]. (3) The reactants are: [C:1]([C:3]1[CH:11]=[CH:10][C:6]([C:7]([OH:9])=O)=[CH:5][CH:4]=1)#[N:2].N1(O)C2C=CC=CC=2N=N1.C1(N=C=N)CCCCC1.[CH:31]1([N:35]2[CH2:41][CH2:40][C:39]3[S:42][C:43]([CH:45]4[CH2:50][CH2:49][NH:48][CH2:47][CH2:46]4)=[N:44][C:38]=3[CH2:37][CH2:36]2)[CH2:34][CH2:33][CH2:32]1. Given the product [CH:31]1([N:35]2[CH2:41][CH2:40][C:39]3[S:42][C:43]([CH:45]4[CH2:50][CH2:49][N:48]([C:7]([C:6]5[CH:5]=[CH:4][C:3]([C:1]#[N:2])=[CH:11][CH:10]=5)=[O:9])[CH2:47][CH2:46]4)=[N:44][C:38]=3[CH2:37][CH2:36]2)[CH2:32][CH2:33][CH2:34]1, predict the reactants needed to synthesize it. (4) Given the product [CH3:32][N:33]([CH3:34])[CH2:2][CH:3]([O:4][CH2:5][CH2:6][CH2:7][CH2:8][CH2:9][CH2:10][CH2:11][CH2:12]/[CH:13]=[CH:14]\[CH2:15]/[CH:16]=[CH:17]\[CH2:18][CH2:19][CH2:20][CH2:21][CH3:22])[O:23][CH2:24][CH2:25][CH2:26][CH2:27][CH2:28][CH2:29][CH2:30][CH3:31], predict the reactants needed to synthesize it. The reactants are: Br[CH2:2][CH:3]([O:23][CH2:24][CH2:25][CH2:26][CH2:27][CH2:28][CH2:29][CH2:30][CH3:31])[O:4][CH2:5][CH2:6][CH2:7][CH2:8][CH2:9][CH2:10][CH2:11][CH2:12]/[CH:13]=[CH:14]\[CH2:15]/[CH:16]=[CH:17]\[CH2:18][CH2:19][CH2:20][CH2:21][CH3:22].[CH3:32][NH:33][CH3:34]. (5) Given the product [Cl:12][S:13]([C:8]1[C:9]([F:11])=[CH:10][C:2]([F:1])=[C:3]([CH:7]=1)[C:4]([OH:6])=[O:5])(=[O:15])=[O:14], predict the reactants needed to synthesize it. The reactants are: [F:1][C:2]1[CH:10]=[C:9]([F:11])[CH:8]=[CH:7][C:3]=1[C:4]([OH:6])=[O:5].[Cl:12][S:13](O)(=[O:15])=[O:14].